Dataset: NCI-60 drug combinations with 297,098 pairs across 59 cell lines. Task: Regression. Given two drug SMILES strings and cell line genomic features, predict the synergy score measuring deviation from expected non-interaction effect. (1) Drug 1: CC12CCC(CC1=CCC3C2CCC4(C3CC=C4C5=CN=CC=C5)C)O. Drug 2: CC1CCC2CC(C(=CC=CC=CC(CC(C(=O)C(C(C(=CC(C(=O)CC(OC(=O)C3CCCCN3C(=O)C(=O)C1(O2)O)C(C)CC4CCC(C(C4)OC)OCCO)C)C)O)OC)C)C)C)OC. Cell line: MDA-MB-231. Synergy scores: CSS=17.3, Synergy_ZIP=-4.85, Synergy_Bliss=-1.91, Synergy_Loewe=-8.38, Synergy_HSA=-0.538. (2) Drug 1: CC12CCC3C(C1CCC2=O)CC(=C)C4=CC(=O)C=CC34C. Drug 2: CN(C)C1=NC(=NC(=N1)N(C)C)N(C)C. Cell line: ACHN. Synergy scores: CSS=25.4, Synergy_ZIP=9.18, Synergy_Bliss=4.49, Synergy_Loewe=-28.8, Synergy_HSA=1.47. (3) Drug 1: C(=O)(N)NO. Drug 2: C1C(C(OC1N2C=NC3=C2NC=NCC3O)CO)O. Cell line: NCI-H522. Synergy scores: CSS=0.780, Synergy_ZIP=0.256, Synergy_Bliss=0.368, Synergy_Loewe=-0.135, Synergy_HSA=-1.24. (4) Drug 1: C1CC(=O)NC(=O)C1N2CC3=C(C2=O)C=CC=C3N. Drug 2: C(=O)(N)NO. Cell line: MCF7. Synergy scores: CSS=17.6, Synergy_ZIP=-5.67, Synergy_Bliss=0.110, Synergy_Loewe=1.46, Synergy_HSA=3.14. (5) Drug 1: CC1C(C(CC(O1)OC2CC(OC(C2O)C)OC3=CC4=CC5=C(C(=O)C(C(C5)C(C(=O)C(C(C)O)O)OC)OC6CC(C(C(O6)C)O)OC7CC(C(C(O7)C)O)OC8CC(C(C(O8)C)O)(C)O)C(=C4C(=C3C)O)O)O)O. Drug 2: CC1=C(C(=O)C2=C(C1=O)N3CC4C(C3(C2COC(=O)N)OC)N4)N. Cell line: SW-620. Synergy scores: CSS=43.8, Synergy_ZIP=-3.01, Synergy_Bliss=-3.62, Synergy_Loewe=-2.92, Synergy_HSA=0.0541. (6) Drug 1: CS(=O)(=O)C1=CC(=C(C=C1)C(=O)NC2=CC(=C(C=C2)Cl)C3=CC=CC=N3)Cl. Drug 2: C1=CC(=CC=C1C#N)C(C2=CC=C(C=C2)C#N)N3C=NC=N3. Cell line: HCT-15. Synergy scores: CSS=10.3, Synergy_ZIP=0.717, Synergy_Bliss=2.23, Synergy_Loewe=0.913, Synergy_HSA=0.743.